From a dataset of Full USPTO retrosynthesis dataset with 1.9M reactions from patents (1976-2016). Predict the reactants needed to synthesize the given product. (1) Given the product [Cl:1][C:2]1[CH:7]=[CH:6][C:5]([N:8]2[CH2:9][CH2:10][C:11]([CH2:14][OH:15])([CH3:18])[CH2:12][CH2:13]2)=[CH:4][C:3]=1[O:19][CH3:20], predict the reactants needed to synthesize it. The reactants are: [Cl:1][C:2]1[CH:7]=[CH:6][C:5]([N:8]2[CH2:13][CH2:12][C:11]([CH3:18])([C:14](OC)=[O:15])[CH2:10][CH2:9]2)=[CH:4][C:3]=1[O:19][CH3:20].[H-].[Al+3].[Li+].[H-].[H-].[H-]. (2) The reactants are: [CH2:1]([C:6]1([CH:12]=[CH2:13])[CH2:11][CH2:10][CH2:9][CH2:8][CH2:7]1)[CH2:2][CH2:3][CH2:4][CH3:5].C12CCCC(CCC1)B12[H]B2(C3CCCC2CCC3)[H]1.[OH:34]O.[OH-].[Na+]. Given the product [CH2:1]([C:6]1([CH2:12][CH2:13][OH:34])[CH2:7][CH2:8][CH2:9][CH2:10][CH2:11]1)[CH2:2][CH2:3][CH2:4][CH3:5], predict the reactants needed to synthesize it. (3) Given the product [CH3:1][O:2][C:3](=[O:14])[C:4]([C:7]1[CH:12]=[CH:11][C:10]([I:15])=[CH:9][CH:8]=1)([CH3:6])[CH3:5], predict the reactants needed to synthesize it. The reactants are: [CH3:1][O:2][C:3](=[O:14])[C:4]([C:7]1[CH:12]=[CH:11][C:10](Br)=[CH:9][CH:8]=1)([CH3:6])[CH3:5].[I-:15].[Na+].CNCCNC. (4) Given the product [Br:23][C:24]1[CH:29]=[CH:28][C:27]([N:13]([C:10]2[CH:11]=[CH:12][C:7]([O:6][Si:5]([C:1]([CH3:4])([CH3:3])[CH3:2])([CH3:22])[CH3:21])=[CH:8][CH:9]=2)[C:14]2[CH:15]=[CH:16][C:17]([CH3:20])=[CH:18][CH:19]=2)=[CH:26][CH:25]=1, predict the reactants needed to synthesize it. The reactants are: [C:1]([Si:5]([CH3:22])([CH3:21])[O:6][C:7]1[CH:12]=[CH:11][C:10]([NH:13][C:14]2[CH:19]=[CH:18][C:17]([CH3:20])=[CH:16][CH:15]=2)=[CH:9][CH:8]=1)([CH3:4])([CH3:3])[CH3:2].[Br:23][C:24]1[CH:29]=[CH:28][C:27](I)=[CH:26][CH:25]=1.CC(C)([O-])C.[Na+]. (5) Given the product [NH2:7][C:6]1[CH:5]=[C:4]([N:1]2[CH:13]=[C:12]([CH2:11][NH:14][C:15](=[O:21])[O:16][C:17]([CH3:19])([CH3:18])[CH3:20])[N:3]=[N:2]2)[CH:10]=[CH:9][CH:8]=1, predict the reactants needed to synthesize it. The reactants are: [N:1]([C:4]1[CH:5]=[C:6]([CH:8]=[CH:9][CH:10]=1)[NH2:7])=[N+:2]=[N-:3].[CH2:11]([NH:14][C:15](=[O:21])[O:16][C:17]([CH3:20])([CH3:19])[CH3:18])[C:12]#[CH:13]. (6) Given the product [Br:1][C:2]1[CH:3]=[C:4]([C:8]2([C:15]3[CH:20]=[CH:19][C:18]([O:21][CH3:22])=[CH:17][CH:16]=3)[C:12]3=[N:27][CH2:26][CH:25]([O:24][CH3:23])[CH2:28][N:29]3[C:10](=[S:14])[NH:9]2)[CH:5]=[CH:6][CH:7]=1, predict the reactants needed to synthesize it. The reactants are: [Br:1][C:2]1[CH:3]=[C:4]([C:8]2([C:15]3[CH:20]=[CH:19][C:18]([O:21][CH3:22])=[CH:17][CH:16]=3)[C:12](=S)S[C:10](=[S:14])[NH:9]2)[CH:5]=[CH:6][CH:7]=1.[CH3:23][O:24][CH:25]([CH2:28][NH2:29])[CH2:26][NH2:27].C(N(CC)CC)C. (7) Given the product [C:27]([O:10][CH2:11][CH2:12][C:13]([F:24])([F:25])[C:14]([F:22])([F:23])[C:15]([F:20])([F:21])[C:16]([F:17])([F:18])[F:19])(=[S:29])[CH3:28], predict the reactants needed to synthesize it. The reactants are: C1(C)C=CC(S([O:10][CH2:11][CH2:12][C:13]([F:25])([F:24])[C:14]([F:23])([F:22])[C:15]([F:21])([F:20])[C:16]([F:19])([F:18])[F:17])(=O)=O)=CC=1.[C:27]([O-])(=[S:29])[CH3:28].[K+].Cl.